From a dataset of Forward reaction prediction with 1.9M reactions from USPTO patents (1976-2016). Predict the product of the given reaction. (1) Given the reactants C([O:3][C:4]([C:6]1[N:7]=[C:8]([CH2:15][C:16]2([C:21]3[CH:26]=[CH:25][CH:24]=[CH:23][CH:22]=3)[CH2:20][CH2:19][CH2:18][CH2:17]2)[N:9]([CH3:14])[C:10](=[O:13])[C:11]=1[OH:12])=O)C.[CH3:27][NH2:28], predict the reaction product. The product is: [CH3:27][NH:28][C:4]([C:6]1[N:7]=[C:8]([CH2:15][C:16]2([C:21]3[CH:26]=[CH:25][CH:24]=[CH:23][CH:22]=3)[CH2:20][CH2:19][CH2:18][CH2:17]2)[N:9]([CH3:14])[C:10](=[O:13])[C:11]=1[OH:12])=[O:3]. (2) Given the reactants CC1C=CC(S(O[N:12]=[C:13]2[C:22]3[C:17](=[CH:18][CH:19]=[C:20]([O:23][CH2:24][C:25]4[CH:30]=[CH:29][CH:28]=[CH:27][CH:26]=4)[CH:21]=3)[CH2:16][CH2:15][CH2:14]2)(=O)=O)=CC=1.CC([O-])=[O:33].[K+], predict the reaction product. The product is: [CH2:24]([O:23][C:20]1[CH:19]=[CH:18][C:17]2[CH2:16][CH2:15][CH2:14][C:13](=[O:33])[NH:12][C:22]=2[CH:21]=1)[C:25]1[CH:30]=[CH:29][CH:28]=[CH:27][CH:26]=1. (3) Given the reactants [F:1][C:2]1[CH:7]=[CH:6][C:5]([N:8]2[C:16]3[C:11](=[CH:12][C:13](CO)=[C:14]([CH:17]([CH3:19])[CH3:18])[CH:15]=3)[CH:10]=[N:9]2)=[CH:4][CH:3]=1.[CH3:22][O:23][C:24]([O:28][Si](C)(C)C)=[C:25]([CH3:27])[CH3:26].[CH2:33](Cl)Cl, predict the reaction product. The product is: [F:1][C:2]1[CH:3]=[CH:4][C:5]([N:8]2[C:16]3[C:11](=[CH:12][C:13]([CH2:26][C:25]([CH3:33])([CH3:27])[C:24]([O:23][CH3:22])=[O:28])=[C:14]([CH:17]([CH3:19])[CH3:18])[CH:15]=3)[CH:10]=[N:9]2)=[CH:6][CH:7]=1. (4) Given the reactants Cl[C:2](=[O:8])[C:3]([O:5]CC)=O.[C:9]([C:13]1[CH:18]=[CH:17][C:16]([NH:19][C:20]([NH:22][CH:23]([CH3:28])[C:24]([CH3:27])([CH3:26])[CH3:25])=[S:21])=[CH:15][CH:14]=1)([CH3:12])([CH3:11])[CH3:10], predict the reaction product. The product is: [C:9]([C:13]1[CH:18]=[CH:17][C:16]([N:19]2[C:2](=[O:8])[C:3](=[O:5])[N:22]([CH:23]([CH3:28])[C:24]([CH3:27])([CH3:26])[CH3:25])[C:20]2=[S:21])=[CH:15][CH:14]=1)([CH3:12])([CH3:11])[CH3:10]. (5) Given the reactants [C:1]([C:4]1[CH:9]=[CH:8][C:7]([N:10]2[C:14](=[O:15])[NH:13][NH:12][C:11]2=[O:16])=[CH:6][CH:5]=1)(=O)[CH3:2].Cl.[CH2:18]([O:25][NH2:26])[C:19]1[CH:24]=[CH:23][CH:22]=[CH:21][CH:20]=1.Cl.O1CCOCC1, predict the reaction product. The product is: [CH2:18]([O:25]/[N:26]=[C:1](/[C:4]1[CH:9]=[CH:8][C:7]([N:10]2[C:14](=[O:15])[NH:13][NH:12][C:11]2=[O:16])=[CH:6][CH:5]=1)\[CH3:2])[C:19]1[CH:24]=[CH:23][CH:22]=[CH:21][CH:20]=1. (6) The product is: [NH2:22][C:17]1[C:18]([NH:20][CH3:21])=[N:19][C:14]([NH:13][C:10]2[CH:9]=[CH:8][C:7]([O:6][CH2:5][CH2:4][N:3]([CH2:25][CH3:26])[CH2:1][CH3:2])=[CH:12][CH:11]=2)=[N:15][CH:16]=1. Given the reactants [CH2:1]([N:3]([CH2:25][CH3:26])[CH2:4][CH2:5][O:6][C:7]1[CH:12]=[CH:11][C:10]([NH:13][C:14]2[N:19]=[C:18]([NH:20][CH3:21])[C:17]([N+:22]([O-])=O)=[CH:16][N:15]=2)=[CH:9][CH:8]=1)[CH3:2], predict the reaction product. (7) Given the reactants [CH2:1]([C:3]1[CH:8]=[CH:7][C:6]([C:9]([C:11]2[C:12]([O:25][CH3:26])=[N:13][C:14]([NH:17]CC3C=CC=CC=3)=[CH:15][CH:16]=2)=O)=[CH:5][CH:4]=1)[CH3:2], predict the reaction product. The product is: [NH2:17][C:14]1[N:13]=[C:12]([O:25][CH3:26])[C:11]([CH2:9][C:6]2[CH:5]=[CH:4][C:3]([CH2:1][CH3:2])=[CH:8][CH:7]=2)=[CH:16][CH:15]=1.